Task: Predict the reaction yield, written as a fraction of the theoretical maximum amount of product (1.0 means a 100% yield; for example, 0.34 means a 34% yield).. Dataset: Reaction yield outcomes from USPTO patents with 853,638 reactions (1) The reactants are [NH2:1][C:2]1[CH:7]=[CH:6][C:5]([S:8][CH2:9][C:10]2[CH:15]=[CH:14][CH:13]=[CH:12][CH:11]=2)=[CH:4][C:3]=1/[CH:16]=[CH:17]/[C:18]([O:20][CH2:21][CH3:22])=[O:19].[Cl:23][C:24]1[C:29]([Cl:30])=[CH:28][C:27](I)=[C:26]([O:32][CH3:33])[N:25]=1.C(=O)([O-])[O-].[Cs+].[Cs+]. The catalyst is CCOC(C)=O.C1C=CC(/C=C/C(/C=C/C2C=CC=CC=2)=O)=CC=1.C1C=CC(/C=C/C(/C=C/C2C=CC=CC=2)=O)=CC=1.C1C=CC(/C=C/C(/C=C/C2C=CC=CC=2)=O)=CC=1.[Pd].[Pd].CC1(C)C2C(=C(P(C3C=CC=CC=3)C3C=CC=CC=3)C=CC=2)OC2C(P(C3C=CC=CC=3)C3C=CC=CC=3)=CC=CC1=2. The product is [CH2:9]([S:8][C:5]1[CH:6]=[CH:7][C:2]([NH:1][C:27]2[C:26]([O:32][CH3:33])=[N:25][C:24]([Cl:23])=[C:29]([Cl:30])[CH:28]=2)=[C:3](/[CH:16]=[CH:17]/[C:18]([O:20][CH2:21][CH3:22])=[O:19])[CH:4]=1)[C:10]1[CH:15]=[CH:14][CH:13]=[CH:12][CH:11]=1. The yield is 0.810. (2) The reactants are [CH3:1][S:2][C:3]1[S:4][C:5]([C:21]([O:23]CC)=[O:22])=[C:6]2[C:20]=1[C:10]1[N:11]=[C:12]([C:14]3[CH:19]=[CH:18][CH:17]=[CH:16][CH:15]=3)[S:13][C:9]=1[CH2:8][CH2:7]2.C(O)C.[OH-].[Na+].Cl. The catalyst is O.O1CCCC1. The product is [CH3:1][S:2][C:3]1[S:4][C:5]([C:21]([OH:23])=[O:22])=[C:6]2[C:20]=1[C:10]1[N:11]=[C:12]([C:14]3[CH:19]=[CH:18][CH:17]=[CH:16][CH:15]=3)[S:13][C:9]=1[CH2:8][CH2:7]2. The yield is 0.986. (3) No catalyst specified. The yield is 0.100. The product is [CH3:22][CH:23]([CH3:28])[CH2:24][C:25]([NH:1][C:2]1[C:11]2[C:6](=[CH:7][CH:8]=[CH:9][CH:10]=2)[CH:5]=[CH:4][C:3]=1[C:12]([OH:21])([C:13]([F:14])([F:15])[F:16])[C:17]([F:18])([F:19])[F:20])=[O:26]. The reactants are [NH2:1][C:2]1[C:11]2[C:6](=[CH:7][CH:8]=[CH:9][CH:10]=2)[CH:5]=[CH:4][C:3]=1[C:12]([OH:21])([C:17]([F:20])([F:19])[F:18])[C:13]([F:16])([F:15])[F:14].[CH3:22][CH:23]([CH3:28])[CH2:24][C:25](Cl)=[O:26]. (4) The reactants are [OH:1][C:2]1[CH:7]=[CH:6][C:5]([CH2:8][C:9]([OH:11])=O)=[CH:4][CH:3]=1.[Cl:12][C:13]1[CH:18]=[CH:17][C:16]([CH:19]([C:21]2[CH:26]=[CH:25][C:24]([CH3:27])=[CH:23][C:22]=2[CH3:28])[NH2:20])=[CH:15][CH:14]=1. No catalyst specified. The product is [Cl:12][C:13]1[CH:14]=[CH:15][C:16]([CH:19]([C:21]2[CH:26]=[CH:25][C:24]([CH3:27])=[CH:23][C:22]=2[CH3:28])[NH:20][C:9](=[O:11])[CH2:8][C:5]2[CH:4]=[CH:3][C:2]([OH:1])=[CH:7][CH:6]=2)=[CH:17][CH:18]=1. The yield is 0.438. (5) The reactants are [Cl:1][C:2]1[CH:3]=[C:4]2[C:8](=[CH:9][CH:10]=1)[C:7](=[O:11])[NH:6][C:5]2([CH3:13])[CH3:12].Br[C:15]1[CH:16]=[C:17]([CH:21]2[CH2:25][CH2:24][N:23]([C:26](=[O:28])[CH3:27])[CH2:22]2)[CH:18]=[N:19][CH:20]=1.[C@H]1(N)CCCC[C@@H]1N.C([O-])([O-])=O.[Cs+].[Cs+]. The catalyst is O1CCOCC1.[Cu]I.O. The product is [C:26]([N:23]1[CH2:24][CH2:25][CH:21]([C:17]2[CH:16]=[C:15]([N:6]3[C:5]([CH3:13])([CH3:12])[C:4]4[C:8](=[CH:9][CH:10]=[C:2]([Cl:1])[CH:3]=4)[C:7]3=[O:11])[CH:20]=[N:19][CH:18]=2)[CH2:22]1)(=[O:28])[CH3:27]. The yield is 0.100. (6) The reactants are N1C2C(=CC=C3C=2N=CC=C3)C=CC=1.I[C:16]1[CH:21]=[CH:20][C:19]([C:22]2[CH:27]=[CH:26][CH:25]=[CH:24][CH:23]=2)=[CH:18][CH:17]=1.C([O-])([O-])=O.[Cs+].[Cs+].[C:34]([O:38][C:39]([CH3:42])([CH3:41])[CH3:40])(=[O:37])[NH:35][NH2:36]. The catalyst is [Cu]I.O1CCOCC1. The product is [C:39]([O:38][C:34]([N:35]([C:16]1[CH:21]=[CH:20][C:19]([C:22]2[CH:27]=[CH:26][CH:25]=[CH:24][CH:23]=2)=[CH:18][CH:17]=1)[NH2:36])=[O:37])([CH3:42])([CH3:41])[CH3:40]. The yield is 0.880. (7) The reactants are [NH2:1][C:2]1[CH:3]=[CH:4][C:5]([N+:11]([O-:13])=[O:12])=[C:6]([CH:10]=1)[C:7]([OH:9])=[O:8].[CH2:14](OC(=O)C1C=C(N2CCCCC2)C=CC=1N)C.S(Cl)(Cl)=O. The catalyst is CO. The product is [CH3:14][O:8][C:7](=[O:9])[C:6]1[CH:10]=[C:2]([NH2:1])[CH:3]=[CH:4][C:5]=1[N+:11]([O-:13])=[O:12]. The yield is 0.420. (8) The reactants are [Br:1]Br.[CH3:3][C:4]1[N:9]=[C:8]([OH:10])[CH:7]=[C:6]([CH3:11])[N:5]=1. The catalyst is C(Cl)(Cl)Cl. The product is [Br:1][C:7]1[C:8]([OH:10])=[N:9][C:4]([CH3:3])=[N:5][C:6]=1[CH3:11]. The yield is 0.820. (9) The reactants are Cl[C:2]1[CH:7]=[C:6]([O:8][C:9]2[CH:14]=[CH:13][C:12]([NH:15][C:16](=[O:22])[O:17][C:18]([CH3:21])([CH3:20])[CH3:19])=[CH:11][C:10]=2[F:23])[CH:5]=[CH:4][N:3]=1.CC([O-])(C)C.[Na+].[CH2:30]([NH2:37])[C:31]1[CH:36]=[CH:35][CH:34]=[CH:33][CH:32]=1. The catalyst is C1(C)C=CC=CC=1.C1C=CC(P(C2C=CC=CC=2)[C-]2C=CC=C2)=CC=1.C1C=CC(P(C2C=CC=CC=2)[C-]2C=CC=C2)=CC=1.[Fe+2].Cl[Pd]Cl. The product is [C:18]([O:17][C:16](=[O:22])[NH:15][C:12]1[CH:13]=[CH:14][C:9]([O:8][C:6]2[CH:5]=[CH:4][N:3]=[C:2]([NH:37][CH2:30][C:31]3[CH:36]=[CH:35][CH:34]=[CH:33][CH:32]=3)[CH:7]=2)=[C:10]([F:23])[CH:11]=1)([CH3:21])([CH3:20])[CH3:19]. The yield is 0.170. (10) The reactants are [CH3:1][N:2]1[CH:6]=[C:5]([NH:7][C:8]([C:10]2[N:11]([CH3:18])[CH:12]=[C:13]([N+:15]([O-])=O)[CH:14]=2)=[O:9])[CH:4]=[C:3]1[C:19]([O:21][CH3:22])=[O:20].Cl.[H][H].[C:26]([O:30][C:31]([NH:33][C:34]1[CH:35]=[C:36]([C:40]([NH:42][C:43]2[N:44]=[C:45]([C:49](O)=[O:50])[N:46]([CH3:48])[CH:47]=2)=[O:41])[N:37]([CH3:39])[CH:38]=1)=[O:32])([CH3:29])([CH3:28])[CH3:27].C(Cl)CCl.CCN(C(C)C)C(C)C. The catalyst is [Pd].CC(N(C)C)=O.C1COCC1. The product is [C:26]([O:30][C:31]([NH:33][C:34]1[CH:35]=[C:36]([C:40]([NH:42][C:43]2[N:44]=[C:45]([C:49]([NH:15][C:13]3[CH:14]=[C:10]([C:8]([NH:7][C:5]4[CH:4]=[C:3]([C:19]([O:21][CH3:22])=[O:20])[N:2]([CH3:1])[CH:6]=4)=[O:9])[N:11]([CH3:18])[CH:12]=3)=[O:50])[N:46]([CH3:48])[CH:47]=2)=[O:41])[N:37]([CH3:39])[CH:38]=1)=[O:32])([CH3:29])([CH3:27])[CH3:28]. The yield is 0.820.